Task: Predict the reaction yield, written as a fraction of the theoretical maximum amount of product (1.0 means a 100% yield; for example, 0.34 means a 34% yield).. Dataset: Reaction yield outcomes from USPTO patents with 853,638 reactions (1) The reactants are [H-].[H-].[H-].[H-].[Li+].[Al+3].[CH3:7][O:8][C:9]1[CH:10]=[C:11]([CH:16]=[CH:17][C:18]=1[O:19][CH3:20])[O:12][CH2:13][C:14]#[N:15].O.C(Cl)Cl.CO. The catalyst is C1COCC1. The product is [CH3:7][O:8][C:9]1[CH:10]=[C:11]([CH:16]=[CH:17][C:18]=1[O:19][CH3:20])[O:12][CH2:13][CH2:14][NH2:15]. The yield is 0.770. (2) The reactants are Br[C:2]1[CH:3]=[C:4]([O:8][CH3:9])[CH:5]=[N:6][CH:7]=1.[CH3:10][CH:11]([OH:15])[CH2:12][CH:13]=[CH2:14].C(N(CC)CC)C.C(#N)C. The catalyst is O.C([O-])(=O)C.[Pd+2].C([O-])(=O)C.C1(C)C=CC=CC=1P(C1C=CC=CC=1C)C1C=CC=CC=1C. The product is [CH3:9][O:8][C:4]1[CH:3]=[C:2](/[CH:14]=[CH:13]/[CH2:12][CH:11]([OH:15])[CH3:10])[CH:7]=[N:6][CH:5]=1. The yield is 0.703. (3) The reactants are [CH3:1][C:2]1([CH3:15])[C:10]2[C:5](=[CH:6][CH:7]=[C:8]([C:11]([OH:13])=O)[CH:9]=2)[NH:4][C:3]1=[O:14].[CH2:16]1[C@H:25]2[C@H:20]([CH2:21][CH2:22][C:23]3[CH:29]=[CH:28][CH:27]=[CH:26][C:24]=32)[NH:19][CH2:18][CH2:17]1.F[P-](F)(F)(F)(F)F.N1(OC(N(C)C)=[N+](C)C)C2N=CC=CC=2N=N1. No catalyst specified. The product is [CH2:16]1[C@H:25]2[C@H:20]([CH2:21][CH2:22][C:23]3[CH:29]=[CH:28][CH:27]=[CH:26][C:24]=32)[N:19]([C:11]([C:8]2[CH:9]=[C:10]3[C:5](=[CH:6][CH:7]=2)[NH:4][C:3](=[O:14])[C:2]3([CH3:1])[CH3:15])=[O:13])[CH2:18][CH2:17]1. The yield is 0.190. (4) The reactants are C([C:3]1[CH:4]=[C:5]([CH:20]=[CH:21][C:22]=1[B:23]1[O:27]C(C)(C)[C:25](C)(C)[O:24]1)[O:6][C:7]1[N:14]=[C:13]([NH:15][CH2:16][CH2:17][O:18][CH3:19])[CH:12]=[CH:11][C:8]=1[C:9]#[N:10])=O.[BH4-].[Na+].Cl. The catalyst is CO. The product is [OH:27][B:23]1[C:22]2[CH:21]=[CH:20][C:5]([O:6][C:7]3[N:14]=[C:13]([NH:15][CH2:16][CH2:17][O:18][CH3:19])[CH:12]=[CH:11][C:8]=3[C:9]#[N:10])=[CH:4][C:3]=2[CH2:25][O:24]1. The yield is 0.320. (5) The reactants are C(O[C:4]([C:6]1[N:7]=[N:8][C:9]([O:12][CH2:13][C:14]2[C:15]([C:20]3[CH:25]=[CH:24][C:23]([F:26])=[CH:22][CH:21]=3)=[N:16][O:17][C:18]=2[CH3:19])=[CH:10][CH:11]=1)=[O:5])C.[CH:27]1([NH2:30])[CH2:29][CH2:28]1. No catalyst specified. The product is [CH:27]1([NH:30][C:4]([C:6]2[N:7]=[N:8][C:9]([O:12][CH2:13][C:14]3[C:15]([C:20]4[CH:21]=[CH:22][C:23]([F:26])=[CH:24][CH:25]=4)=[N:16][O:17][C:18]=3[CH3:19])=[CH:10][CH:11]=2)=[O:5])[CH2:29][CH2:28]1. The yield is 0.800. (6) The reactants are [C:1]([C:5]1[CH:14]=[CH:13][C:12]([NH2:15])=[CH:11][C:6]=1[C:7](OC)=[O:8])([CH3:4])([CH3:3])[CH3:2].[H-].[H-].[H-].[H-].[Li+].[Al+3]. The catalyst is C1COCC1.O. The product is [C:1]([C:5]1[CH:14]=[CH:13][C:12]([NH2:15])=[CH:11][C:6]=1[CH2:7][OH:8])([CH3:4])([CH3:2])[CH3:3]. The yield is 0.200.